From a dataset of Peptide-MHC class II binding affinity with 134,281 pairs from IEDB. Regression. Given a peptide amino acid sequence and an MHC pseudo amino acid sequence, predict their binding affinity value. This is MHC class II binding data. (1) The peptide sequence is EKKYFAATQFEPLTA. The binding affinity (normalized) is 0.939. The MHC is HLA-DPA10301-DPB10402 with pseudo-sequence HLA-DPA10301-DPB10402. (2) The peptide sequence is DSEEPLQGPFNFRFL. The MHC is DRB1_1001 with pseudo-sequence DRB1_1001. The binding affinity (normalized) is 1.00. (3) The peptide sequence is IIFSKNLNIKLNMPL. The MHC is DRB1_1201 with pseudo-sequence DRB1_1201. The binding affinity (normalized) is 0.530. (4) The peptide sequence is YDEFLANVSTVLTGK. The MHC is DRB1_0701 with pseudo-sequence DRB1_0701. The binding affinity (normalized) is 0.740.